This data is from Forward reaction prediction with 1.9M reactions from USPTO patents (1976-2016). The task is: Predict the product of the given reaction. (1) Given the reactants C([O:8][C:9]1[CH:10]=[CH:11][C:12]([C@@H:20]([OH:43])[CH2:21][NH:22][CH2:23][CH2:24][C:25]2[CH:30]=[CH:29][C:28]([O:31][CH2:32][CH2:33][C:34]([F:42])([F:41])[C:35]3[CH:40]=[CH:39][CH:38]=[CH:37][CH:36]=3)=[CH:27][CH:26]=2)=[C:13]2[C:18]=1[NH:17][C:16](=[O:19])[CH:15]=[CH:14]2)C1C=CC=CC=1, predict the reaction product. The product is: [F:42][C:34]([F:41])([C:35]1[CH:40]=[CH:39][CH:38]=[CH:37][CH:36]=1)[CH2:33][CH2:32][O:31][C:28]1[CH:27]=[CH:26][C:25]([CH2:24][CH2:23][NH:22][CH2:21][C@@H:20]([C:12]2[CH:11]=[CH:10][C:9]([OH:8])=[C:18]3[C:13]=2[CH:14]=[CH:15][C:16](=[O:19])[NH:17]3)[OH:43])=[CH:30][CH:29]=1. (2) The product is: [CH3:1][C:2]([CH3:31])([CH3:30])[C:3]([C:5]1[C:13]2[C:8](=[N:9][CH:10]=[C:11]([N:14]([CH3:21])[C:15]3[CH:20]=[CH:19][CH:18]=[CH:17][CH:16]=3)[N:12]=2)[NH:7][CH:6]=1)=[O:4]. Given the reactants [CH3:1][C:2]([CH3:31])([CH3:30])[C:3]([C:5]1[C:13]2[C:8](=[N:9][CH:10]=[C:11]([N:14]([CH3:21])[C:15]3[CH:20]=[CH:19][CH:18]=[CH:17][CH:16]=3)[N:12]=2)[N:7](COCC[Si](C)(C)C)[CH:6]=1)=[O:4].O.O.O.C([O-])(=O)C.[Na+], predict the reaction product.